This data is from Catalyst prediction with 721,799 reactions and 888 catalyst types from USPTO. The task is: Predict which catalyst facilitates the given reaction. (1) Reactant: Br[CH2:2][CH2:3][N:4]1[CH2:9][C:8]2[CH:10]=[CH:11][CH:12]=[CH:13][C:7]=2[N:6]([C:14]2[CH:19]=[CH:18][CH:17]=[CH:16][C:15]=2[F:20])[S:5]1(=[O:22])=[O:21].[CH3:23][NH2:24]. Product: [F:20][C:15]1[CH:16]=[CH:17][CH:18]=[CH:19][C:14]=1[N:6]1[C:7]2[CH:13]=[CH:12][CH:11]=[CH:10][C:8]=2[CH2:9][N:4]([CH2:3][CH2:2][NH:24][CH3:23])[S:5]1(=[O:22])=[O:21]. The catalyst class is: 8. (2) Reactant: [Cl:1][C:2]1[CH:3]=[C:4]([C:9]([C:11]2[C:20]([N+:21]([O-])=O)=[C:19]3[C:14]([CH:15]=[CH:16][CH:17]=[N:18]3)=[CH:13][CH:12]=2)=[O:10])[CH:5]=[CH:6][C:7]=1[F:8]. Product: [NH2:21][C:20]1[C:11]([C:9]([C:4]2[CH:5]=[CH:6][C:7]([F:8])=[C:2]([Cl:1])[CH:3]=2)=[O:10])=[CH:12][CH:13]=[C:14]2[C:19]=1[N:18]=[CH:17][CH:16]=[CH:15]2. The catalyst class is: 354. (3) Reactant: [OH:1][C@@H:2]1[C@@H:6]([OH:7])[CH2:5][N:4]([C:8](=[O:31])[CH2:9][NH:10][C:11](=[O:30])[CH2:12][NH:13][C:14](=[O:29])[C@@H:15]([NH:17][C:18](=[O:28])[CH2:19][NH:20][C:21]2[S:22][C:23]([CH:26]=[O:27])=[CH:24][N:25]=2)[CH3:16])[C@@H:3]1[CH2:32][C:33]1[CH:38]=[CH:37][C:36]([O:39][CH3:40])=[CH:35][CH:34]=1.[BH4-].[Na+]. Product: [OH:1][C@@H:2]1[C@@H:6]([OH:7])[CH2:5][N:4]([C:8](=[O:31])[CH2:9][NH:10][C:11](=[O:30])[CH2:12][NH:13][C:14](=[O:29])[C@@H:15]([NH:17][C:18](=[O:28])[CH2:19][NH:20][C:21]2[S:22][C:23]([CH2:26][OH:27])=[CH:24][N:25]=2)[CH3:16])[C@@H:3]1[CH2:32][C:33]1[CH:34]=[CH:35][C:36]([O:39][CH3:40])=[CH:37][CH:38]=1. The catalyst class is: 88. (4) Reactant: [CH3:1][C:2]1[N:6]2[CH:7]=[CH:8][C:9]([CH3:11])=[CH:10][C:5]2=[N:4][C:3]=1[CH:12]1[CH2:14][CH:13]1[C:15]([O:17]CC)=[O:16].[OH-].[Na+]. Product: [CH3:1][C:2]1[N:6]2[CH:7]=[CH:8][C:9]([CH3:11])=[CH:10][C:5]2=[N:4][C:3]=1[CH:12]1[CH2:14][CH:13]1[C:15]([OH:17])=[O:16]. The catalyst class is: 1. (5) Reactant: [OH:1][CH:2]([C:16]1[CH:21]=[CH:20][CH:19]=[C:18]([O:22][CH2:23][C:24](=[O:26])[NH2:25])[CH:17]=1)[CH:3]([C:10]1[CH:15]=[CH:14][CH:13]=[CH:12][CH:11]=1)[CH:4]1[S:9][CH2:8][CH2:7][CH2:6][S:5]1.C(N(CC)CC)C.[C:34](OC(=O)C)(=[O:36])[CH3:35]. Product: [C:34]([O:1][CH:2]([C:16]1[CH:21]=[CH:20][CH:19]=[C:18]([O:22][CH2:23][C:24](=[O:26])[NH2:25])[CH:17]=1)[CH:3]([C:10]1[CH:15]=[CH:14][CH:13]=[CH:12][CH:11]=1)[CH:4]1[S:9][CH2:8][CH2:7][CH2:6][S:5]1)(=[O:36])[CH3:35]. The catalyst class is: 230.